This data is from Reaction yield outcomes from USPTO patents with 853,638 reactions. The task is: Predict the reaction yield, written as a fraction of the theoretical maximum amount of product (1.0 means a 100% yield; for example, 0.34 means a 34% yield). (1) The reactants are [NH2:1][C:2]1[C:7]([NH2:8])=[C:6]([C:9]2[CH:14]=[CH:13][C:12]([CH2:15][NH:16][C:17](=[O:23])OC(C)(C)C)=[C:11]([F:24])[CH:10]=2)[CH:5]=[CH:4][N:3]=1.[OH:25][CH2:26][CH2:27][N:28]1[CH:32]=[C:31]([CH:33]=O)[CH:30]=[N:29]1.[C:35]([C:39]1[O:43][N:42]=[C:41](C(O)=O)[N:40]=1)([CH3:38])([CH3:37])[CH3:36]. No catalyst specified. The product is [C:35]([C:39]1[O:43][N:42]=[C:41]([C:17]([NH:16][CH2:15][C:12]2[CH:13]=[CH:14][C:9]([C:6]3[CH:5]=[CH:4][N:3]=[C:2]4[NH:1][C:33]([C:31]5[CH:30]=[N:29][N:28]([CH2:27][CH2:26][OH:25])[CH:32]=5)=[N:8][C:7]=34)=[CH:10][C:11]=2[F:24])=[O:23])[N:40]=1)([CH3:38])([CH3:37])[CH3:36]. The yield is 0.100. (2) The catalyst is O1CCOCC1. The yield is 0.967. The product is [CH2:1]([O:8][C:9]1[CH:10]=[C:11]2[C:16](=[CH:17][CH:18]=1)[C:15](=[O:19])[N:14]([CH2:20][CH:21]([CH3:23])[CH3:22])[C:13]([C:24]([OH:26])=[O:25])=[C:12]2[C:28]1[CH:33]=[CH:32][C:31]([Cl:34])=[CH:30][CH:29]=1)[C:2]1[CH:3]=[CH:4][CH:5]=[CH:6][CH:7]=1. The reactants are [CH2:1]([O:8][C:9]1[CH:10]=[C:11]2[C:16](=[CH:17][CH:18]=1)[C:15](=[O:19])[N:14]([CH2:20][CH:21]([CH3:23])[CH3:22])[C:13]([C:24]([O:26]C)=[O:25])=[C:12]2[C:28]1[CH:33]=[CH:32][C:31]([Cl:34])=[CH:30][CH:29]=1)[C:2]1[CH:7]=[CH:6][CH:5]=[CH:4][CH:3]=1.O.[OH-].[Li+].O.Cl. (3) The reactants are Br[C:2]1[CH:3]=[C:4]([NH:10][C:11]2[CH:16]=[N:15][CH:14]=[CH:13][N:12]=2)[C:5](=[O:9])[N:6]([CH3:8])[CH:7]=1.[C:17]([O:20][CH2:21][C:22]1[C:23]([N:37]2[N:46]=[CH:45][C:44]3[C:39](=[C:40]([F:51])[CH:41]=[C:42]([C:47]([CH3:50])([CH3:49])[CH3:48])[CH:43]=3)[C:38]2=[O:52])=[N:24][CH:25]=[CH:26][C:27]=1B1OC(C)(C)C(C)(C)O1)(=[O:19])[CH3:18].[O-]P([O-])([O-])=O.[K+].[K+].[K+].O.O.O.C([O-])(=O)C.[Na+]. The catalyst is C1C=CC(P(C2C=CC=CC=2)[C-]2C=CC=C2)=CC=1.C1C=CC(P(C2C=CC=CC=2)[C-]2C=CC=C2)=CC=1.Cl[Pd]Cl.[Fe+2].O.C(#N)C. The product is [C:17]([O:20][CH2:21][C:22]1[C:23]([N:37]2[N:46]=[CH:45][C:44]3[C:39](=[C:40]([F:51])[CH:41]=[C:42]([C:47]([CH3:49])([CH3:48])[CH3:50])[CH:43]=3)[C:38]2=[O:52])=[N:24][CH:25]=[CH:26][C:27]=1[C:2]1[CH:3]=[C:4]([NH:10][C:11]2[CH:16]=[N:15][CH:14]=[CH:13][N:12]=2)[C:5](=[O:9])[N:6]([CH3:8])[CH:7]=1)(=[O:19])[CH3:18]. The yield is 0.520. (4) The reactants are [C:1]([N@:4]1[CH2:6][CH:5]1[C:7]([O:9][CH3:10])=[O:8])(=[O:3])[CH3:2].[CH2:11]([OH:14])[C:12]#[CH:13].B(F)(F)F.CCOCC. No catalyst specified. The product is [C:1]([NH:4][C@@H:5]([CH2:6][O:14][CH2:11][C:12]#[CH:13])[C:7]([O:9][CH3:10])=[O:8])(=[O:3])[CH3:2]. The yield is 0.630. (5) The reactants are [CH3:1][CH:2]([CH3:15])[CH2:3][NH:4][C:5]1[CH:14]=[CH:13][C:8]2[N:9]=[C:10]([SH:12])[S:11][C:7]=2[CH:6]=1.C(N(CC)C(C)C)(C)C.Cl[C:26]([O:28][CH:29]([CH3:31])[CH3:30])=[O:27]. The catalyst is CC(C)=O. The product is [SH:12][C:10]1[S:11][C:7]2[CH:6]=[C:5]([N:4]([CH2:3][CH:2]([CH3:15])[CH3:1])[C:26](=[O:27])[O:28][CH:29]([CH3:31])[CH3:30])[CH:14]=[CH:13][C:8]=2[N:9]=1. The yield is 0.590. (6) The reactants are [NH2:1][CH:2]([CH2:4][CH2:5][CH2:6][CH:7]([CH3:9])[CH3:8])[CH3:3].C(=O)([O-])[O-].[K+].[K+].Cl[C:17]1[N:25]=[CH:24][C:23]([F:26])=[CH:22][C:18]=1[C:19]([OH:21])=[O:20]. The catalyst is CN(C)C=O.[Cu].[Cu]Br. The product is [CH3:3][CH:2]([NH:1][C:17]1[N:25]=[CH:24][C:23]([F:26])=[CH:22][C:18]=1[C:19]([OH:21])=[O:20])[CH2:4][CH2:5][CH2:6][CH:7]([CH3:9])[CH3:8]. The yield is 0.810. (7) The reactants are [CH:1]1([C:4]2[O:5][C:6]3[C:7](=[C:9]([C:13]([OH:15])=O)[CH:10]=[CH:11][CH:12]=3)[N:8]=2)[CH2:3][CH2:2]1.Cl.Cl.[NH2:18][C@H:19]1[CH:24]2[CH2:25][CH2:26][N:21]([CH2:22][CH2:23]2)[CH2:20]1.Cl.C(N=C=NCCCN(C)C)C.ON1C2C=CC=CC=2N=N1.C(N(CC)CC)C. The catalyst is CN(C=O)C.ClCCl. The product is [N:21]12[CH2:26][CH2:25][CH:24]([CH2:23][CH2:22]1)[C@H:19]([NH:18][C:13]([C:9]1[CH:10]=[CH:11][CH:12]=[C:6]3[O:5][C:4]([CH:1]4[CH2:2][CH2:3]4)=[N:8][C:7]=13)=[O:15])[CH2:20]2. The yield is 0.430. (8) The reactants are Br[C:2]1[CH:3]=[C:4]([CH3:13])[C:5](=[O:12])[N:6]([CH2:8][CH:9]2[CH2:11][CH2:10]2)[CH:7]=1.[F:14][C:15]1[CH:36]=[C:35]([F:37])[CH:34]=[CH:33][C:16]=1[O:17][C:18]1[CH:23]=[CH:22][C:21]([NH:24][S:25]([CH2:28][CH3:29])(=[O:27])=[O:26])=[CH:20][C:19]=1B(O)O.[O-]P([O-])([O-])=O.[K+].[K+].[K+].N#N. The catalyst is O1CCOCC1.C1C=CC(P(C2C=CC=CC=2)[C-]2C=CC=C2)=CC=1.C1C=CC(P(C2C=CC=CC=2)[C-]2C=CC=C2)=CC=1.Cl[Pd]Cl.[Fe+2].O. The product is [CH:9]1([CH2:8][N:6]2[C:5](=[O:12])[C:4]([CH3:13])=[CH:3][C:2]([C:23]3[CH:22]=[C:21]([NH:24][S:25]([CH2:28][CH3:29])(=[O:26])=[O:27])[CH:20]=[CH:19][C:18]=3[O:17][C:16]3[CH:33]=[CH:34][C:35]([F:37])=[CH:36][C:15]=3[F:14])=[CH:7]2)[CH2:11][CH2:10]1. The yield is 0.286. (9) The reactants are Br[C:2]1[CH:6]=[CH:5][O:4][C:3]=1[C:7]([OH:9])=[O:8].[C:10]1(B(O)O)[CH:15]=[CH:14][CH:13]=[CH:12][CH:11]=1.C([O-])(O)=O.[Na+]. The yield is 0.700. The catalyst is C1C=CC([P]([Pd]([P](C2C=CC=CC=2)(C2C=CC=CC=2)C2C=CC=CC=2)([P](C2C=CC=CC=2)(C2C=CC=CC=2)C2C=CC=CC=2)[P](C2C=CC=CC=2)(C2C=CC=CC=2)C2C=CC=CC=2)(C2C=CC=CC=2)C2C=CC=CC=2)=CC=1. The product is [C:10]1([C:2]2[CH:6]=[CH:5][O:4][C:3]=2[C:7]([OH:9])=[O:8])[CH:15]=[CH:14][CH:13]=[CH:12][CH:11]=1. (10) The reactants are [Br:1][CH:2]1[CH:15]=[CH:14][C:13]2[C:4](=[C:5]3[C:10](=[CH:11][N:12]=2)[CH:9]=[CH:8][CH:7]=[CH:6]3)[C:3]1=O.P(Cl)(Cl)(Cl)(Cl)[Cl:18]. The catalyst is O=P(Cl)(Cl)Cl. The product is [Br:1][C:2]1[CH:15]=[CH:14][C:13]2[C:4](=[C:5]3[C:10](=[C:11]([Cl:18])[N:12]=2)[CH:9]=[CH:8][CH:7]=[CH:6]3)[CH:3]=1. The yield is 0.786.